This data is from Forward reaction prediction with 1.9M reactions from USPTO patents (1976-2016). The task is: Predict the product of the given reaction. (1) Given the reactants [CH3:1][S:2]([O:5][C:6]1[C:14]([O:15][CH3:16])=[CH:13][C:12]([C:17]2[N:18]([C:28]([O:30][C:31]([CH3:34])([CH3:33])[CH3:32])=[O:29])[C:19]3[C:24]([CH:25]=2)=[CH:23][C:22]([CH:26]=O)=[CH:21][CH:20]=3)=[C:11]2[C:7]=1[CH2:8][NH:9][C:10]2=[O:35])(=[O:4])=[O:3].[CH3:36][NH:37][CH2:38][C:39]1[CH:44]=[CH:43][CH:42]=[CH:41][CH:40]=1.C(O)(=O)C.C(O[BH-](OC(=O)C)OC(=O)C)(=O)C.[Na+], predict the reaction product. The product is: [CH3:1][S:2]([O:5][C:6]1[C:14]([O:15][CH3:16])=[CH:13][C:12]([C:17]2[N:18]([C:28]([O:30][C:31]([CH3:33])([CH3:32])[CH3:34])=[O:29])[C:19]3[C:24]([CH:25]=2)=[CH:23][C:22]([CH2:26][NH:37][CH2:38][C:39]2[CH:44]=[CH:43][CH:42]=[CH:41][CH:40]=2)=[CH:21][CH:20]=3)=[C:11]2[C:7]=1[CH2:8][NH:9][C:10]2=[O:35])(=[O:4])=[O:3].[CH3:1][S:2]([O:5][C:6]1[C:14]([O:15][CH3:16])=[CH:13][C:12]([C:17]2[N:18]([C:28]([O:30][C:31]([CH3:32])([CH3:33])[CH3:34])=[O:29])[C:19]3[C:24]([CH:25]=2)=[CH:23][C:22]([CH2:26][N:37]([CH2:38][C:39]2[CH:44]=[CH:43][CH:42]=[CH:41][CH:40]=2)[CH3:36])=[CH:21][CH:20]=3)=[C:11]2[C:7]=1[CH2:8][NH:9][C:10]2=[O:35])(=[O:3])=[O:4]. (2) Given the reactants N1C=CC=CC=1.[C:7](Cl)(=[O:15])[O:8][C:9]1[CH:14]=[CH:13][CH:12]=[CH:11][CH:10]=1.[CH2:17]([C:19]1[N:20]=[CH:21][C:22]([NH2:25])=[N:23][CH:24]=1)[CH3:18], predict the reaction product. The product is: [CH2:17]([C:19]1[N:20]=[CH:21][C:22]([NH:25][C:7](=[O:15])[O:8][C:9]2[CH:14]=[CH:13][CH:12]=[CH:11][CH:10]=2)=[N:23][CH:24]=1)[CH3:18]. (3) Given the reactants [F:1][C:2]1[CH:3]=[C:4]2[C:9](=[CH:10][C:11]=1Cl)[O:8][C:7]([C:13]([NH:15][CH:16]1[CH2:21][CH2:20][NH:19][CH2:18][CH2:17]1)=[O:14])=[CH:6][C:5]2=[O:22].[CH:23]1[C:28]([CH:29]=O)=[CH:27][C:26]2[O:31][CH2:32][O:33][C:25]=2[CH:24]=1.[O-]S([O-])(=O)=O.[Na+].[Na+].[BH-](OC(C)=O)(OC(C)=O)[O:42][C:43](C)=O.[Na+], predict the reaction product. The product is: [O:33]1[C:25]2[CH:24]=[CH:23][C:28]([CH2:29][N:19]3[CH2:20][CH2:21][CH:16]([NH:15][C:13]([C:7]4[O:8][C:9]5[C:4]([C:5](=[O:22])[CH:6]=4)=[CH:3][C:2]([F:1])=[C:11]([O:42][CH3:43])[CH:10]=5)=[O:14])[CH2:17][CH2:18]3)=[CH:27][C:26]=2[O:31][CH2:32]1. (4) Given the reactants [NH2:1][C:2]1[C:7]2[CH2:8][CH2:9][N:10]([CH3:13])[CH2:11][CH2:12][C:6]=2[C:5](Cl)=[CH:4][CH:3]=1, predict the reaction product. The product is: [NH2:1][C:2]1[C:7]2[CH2:8][CH2:9][N:10]([CH3:13])[CH2:11][CH2:12][C:6]=2[CH:5]=[CH:4][CH:3]=1. (5) Given the reactants [OH:1][C@:2]12[CH2:18][CH2:17][C@H:16]([C:19]3[CH:20]=[CH:21][C:22](=[O:25])[O:23][CH:24]=3)[C@@:15]1([CH3:26])[CH2:14][CH2:13][C@H:12]1[C@H:3]2[CH2:4][CH2:5][C@H:6]2[C@:11]1([CH3:27])[CH2:10][CH2:9][C:8](=O)[CH2:7]2.[NH:29]1[CH2:33][CH2:32][CH2:31][CH2:30]1.[BH3-]C#N.[Na+].CC(O)=O, predict the reaction product. The product is: [OH:1][C@:2]12[CH2:18][CH2:17][C@H:16]([C:19]3[CH:20]=[CH:21][C:22](=[O:25])[O:23][CH:24]=3)[C@@:15]1([CH3:26])[CH2:14][CH2:13][C@H:12]1[C@H:3]2[CH2:4][CH2:5][C@H:6]2[C@:11]1([CH3:27])[CH2:10][CH2:9][CH:8]([N:29]1[CH2:33][CH2:32][CH2:31][CH2:30]1)[CH2:7]2. (6) Given the reactants [CH3:1][O:2][C:3]1[C:12]2[C:7](=[CH:8][CH:9]=[CH:10][CH:11]=2)[C:6]([OH:13])=[CH:5][CH:4]=1.Br[C:15]1[CH:20]=[CH:19][CH:18]=[CH:17][C:16]=1Br.C(=O)([O-])[O-].[Cs+].[Cs+].C1(P(C2C=CC=CC=2)C2C=CC=CC=2)C=CC=CC=1, predict the reaction product. The product is: [CH3:1][O:2][C:3]1[C:12]2=[CH:11][CH:10]=[CH:9][C:8]3=[C:7]2[C:6]([O:13][C:15]2[CH:16]=[CH:17][CH:18]=[CH:19][C:20]=23)=[CH:5][CH:4]=1. (7) Given the reactants [C:1]([C:5]1[CH:10]=[CH:9][C:8]([C:11]2[N:12]([C:32](Cl)=[O:33])[C@@:13]([C:25]3[CH:30]=[CH:29][C:28]([Cl:31])=[CH:27][CH:26]=3)([CH3:24])[C@@:14]([C:17]3[CH:22]=[CH:21][C:20]([Cl:23])=[CH:19][CH:18]=3)([CH3:16])[N:15]=2)=[C:7]([O:35][CH2:36][CH3:37])[CH:6]=1)([CH3:4])([CH3:3])[CH3:2].[CH3:38][O:39][C:40]([C@@H:42]1[CH2:47][NH:46][CH2:45][CH2:44][N:43]1[CH3:48])=[O:41], predict the reaction product. The product is: [CH3:38][O:39][C:40]([C@@H:42]1[CH2:47][N:46]([C:32]([N:12]2[C@@:13]([C:25]3[CH:26]=[CH:27][C:28]([Cl:31])=[CH:29][CH:30]=3)([CH3:24])[C@@:14]([C:17]3[CH:22]=[CH:21][C:20]([Cl:23])=[CH:19][CH:18]=3)([CH3:16])[N:15]=[C:11]2[C:8]2[CH:9]=[CH:10][C:5]([C:1]([CH3:4])([CH3:3])[CH3:2])=[CH:6][C:7]=2[O:35][CH2:36][CH3:37])=[O:33])[CH2:45][CH2:44][N:43]1[CH3:48])=[O:41].